Dataset: Full USPTO retrosynthesis dataset with 1.9M reactions from patents (1976-2016). Task: Predict the reactants needed to synthesize the given product. (1) Given the product [CH3:1][O:2][C:3]([C:5]1[N:6]([C:21]2[CH:26]=[CH:25][CH:24]=[CH:23][CH:22]=2)[C:7]2[C:12]([C:13](=[O:16])[C:14]=1[CH2:15][Br:34])=[CH:11][CH:10]=[C:9]([C:17]([F:18])([F:19])[F:20])[N:8]=2)=[O:4], predict the reactants needed to synthesize it. The reactants are: [CH3:1][O:2][C:3]([C:5]1[N:6]([C:21]2[CH:26]=[CH:25][CH:24]=[CH:23][CH:22]=2)[C:7]2[C:12]([C:13](=[O:16])[C:14]=1[CH3:15])=[CH:11][CH:10]=[C:9]([C:17]([F:20])([F:19])[F:18])[N:8]=2)=[O:4].C1C(=O)N([Br:34])C(=O)C1.C(OOC(=O)C1C=CC=CC=1)(=O)C1C=CC=CC=1.C(Cl)(Cl)(Cl)Cl. (2) Given the product [CH3:27][CH:26]([CH3:28])[CH2:25][C:24]([NH:1][C:2]1[CH:7]=[CH:6][CH:5]=[C:4]([C:8]2[N:13]3[N:14]=[CH:15][C:16]([C:17]([C:19]4[CH:23]=[CH:22][S:21][CH:20]=4)=[O:18])=[C:12]3[N:11]=[CH:10][CH:9]=2)[CH:3]=1)=[O:29], predict the reactants needed to synthesize it. The reactants are: [NH2:1][C:2]1[CH:3]=[C:4]([C:8]2[N:13]3[N:14]=[CH:15][C:16]([C:17]([C:19]4[CH:23]=[CH:22][S:21][CH:20]=4)=[O:18])=[C:12]3[N:11]=[CH:10][CH:9]=2)[CH:5]=[CH:6][CH:7]=1.[C:24](Cl)(=[O:29])[CH2:25][CH:26]([CH3:28])[CH3:27]. (3) The reactants are: [C:1]([O:4][C@@H:5]1[C@@H:10]([O:11][C:12](=[O:14])[CH3:13])[C@H:9]([O:15][C:16](=[O:18])[CH3:17])[C@@H:8]([CH2:19][O:20][C:21](=[O:23])[CH3:22])[O:7][C@H:6]1[C:24]1[CH:29]=[CH:28][C:27]([CH3:30])=[C:26]([CH2:31][C:32]2[S:33][C:34](Br)=[CH:35][CH:36]=2)[CH:25]=1)(=[O:3])[CH3:2].[F:38][C:39]1[CH:40]=[C:41](B(O)O)[CH:42]=[CH:43][C:44]=1[F:45]. Given the product [C:1]([O:4][C@@H:5]1[C@@H:10]([O:11][C:12](=[O:14])[CH3:13])[C@H:9]([O:15][C:16](=[O:18])[CH3:17])[C@@H:8]([CH2:19][O:20][C:21](=[O:23])[CH3:22])[O:7][C@H:6]1[C:24]1[CH:29]=[CH:28][C:27]([CH3:30])=[C:26]([CH2:31][C:32]2[S:33][C:34]([C:42]3[CH:41]=[CH:40][C:39]([F:38])=[C:44]([F:45])[CH:43]=3)=[CH:35][CH:36]=2)[CH:25]=1)(=[O:3])[CH3:2], predict the reactants needed to synthesize it. (4) The reactants are: [CH:1]1([CH:7]([C:17]2[CH:22]=[CH:21][CH:20]=[C:19]([C:23]3[CH:32]=[CH:31][C:30]4[C:25](=[CH:26][CH:27]=[CH:28][CH:29]=4)[N:24]=3)[CH:18]=2)[O:8][NH:9][C:10](=[O:16])[C:11]([O:13]CC)=[O:12])[CH2:6][CH2:5][CH2:4][CH2:3][CH2:2]1.[OH-].[Na+].Cl. Given the product [CH:1]1([CH:7]([C:17]2[CH:22]=[CH:21][CH:20]=[C:19]([C:23]3[CH:32]=[CH:31][C:30]4[C:25](=[CH:26][CH:27]=[CH:28][CH:29]=4)[N:24]=3)[CH:18]=2)[O:8][NH:9][C:10](=[O:16])[C:11]([OH:13])=[O:12])[CH2:2][CH2:3][CH2:4][CH2:5][CH2:6]1, predict the reactants needed to synthesize it. (5) Given the product [F:47][C:46]([F:49])([F:48])[C:92]([OH:93])=[O:76].[CH3:53][N:54]([CH3:62])[CH:55]1[CH2:60][CH2:59][CH:58]([NH:61][C:33]([C:30]2[CH:31]=[CH:32][C:27]([C:24]3[CH:25]=[CH:26][C:21]([CH2:20][C@H:19]([NH:18][C:16]([C@H:13]4[CH2:12][CH2:11][C@H:10]([CH2:9][NH:8][C:6](=[O:7])[O:5][C:1]([CH3:4])([CH3:3])[CH3:2])[CH2:15][CH2:14]4)=[O:17])[C:37](=[O:52])[NH:38][C:39]4[CH:51]=[CH:50][C:42]5[NH:43][C:44]([C:46]([F:49])([F:47])[F:48])=[N:45][C:41]=5[CH:40]=4)=[CH:22][CH:23]=3)=[C:28]([CH3:36])[CH:29]=2)=[O:35])[CH2:57][CH2:56]1, predict the reactants needed to synthesize it. The reactants are: [C:1]([O:5][C:6]([NH:8][CH2:9][C@H:10]1[CH2:15][CH2:14][C@H:13]([C:16]([NH:18][C@H:19]([C:37](=[O:52])[NH:38][C:39]2[CH:51]=[CH:50][C:42]3[NH:43][C:44]([C:46]([F:49])([F:48])[F:47])=[N:45][C:41]=3[CH:40]=2)[CH2:20][C:21]2[CH:26]=[CH:25][C:24]([C:27]3[CH:32]=[CH:31][C:30]([C:33]([OH:35])=O)=[CH:29][C:28]=3[CH3:36])=[CH:23][CH:22]=2)=[O:17])[CH2:12][CH2:11]1)=[O:7])([CH3:4])([CH3:3])[CH3:2].[CH3:53][N:54]([CH3:62])[CH:55]1[CH2:60][CH2:59][CH:58]([NH2:61])[CH2:57][CH2:56]1.C(N(CC)C(C)C)(C)C.C(P1(=O)OP(=O)(CCC)OP(=O)(CCC)[O:76]1)CC.CN(C)[CH:92]=[O:93]. (6) Given the product [Cl:37][C:34]1[CH:35]=[CH:36][C:31]([CH:24]([NH:23][C:21](=[O:22])[CH2:20][C:15]2[CH:16]=[CH:17][C:18]([OH:19])=[C:13]([NH:12][C:4](=[O:6])[C:3]3[C:7]([CH3:11])=[CH:8][CH:9]=[N:10][C:2]=3[CH3:1])[CH:14]=2)[C:25]2[CH:30]=[CH:29][CH:28]=[CH:27][CH:26]=2)=[C:32]([CH3:38])[CH:33]=1, predict the reactants needed to synthesize it. The reactants are: [CH3:1][C:2]1[N:10]=[CH:9][CH:8]=[C:7]([CH3:11])[C:3]=1[C:4]([OH:6])=O.[NH2:12][C:13]1[CH:14]=[C:15]([CH2:20][C:21]([NH:23][CH:24]([C:31]2[CH:36]=[CH:35][C:34]([Cl:37])=[CH:33][C:32]=2[CH3:38])[C:25]2[CH:30]=[CH:29][CH:28]=[CH:27][CH:26]=2)=[O:22])[CH:16]=[CH:17][C:18]=1[OH:19]. (7) Given the product [CH2:9]([C:8]1([C:5]2[CH:4]=[CH:3][C:2]([Br:1])=[CH:7][CH:6]=2)[O:19][CH2:18][CH2:17][O:16]1)[C:10]1[CH:11]=[CH:12][CH:13]=[CH:14][CH:15]=1, predict the reactants needed to synthesize it. The reactants are: [Br:1][C:2]1[CH:7]=[CH:6][C:5]([C:8](=[O:16])[CH2:9][C:10]2[CH:15]=[CH:14][CH:13]=[CH:12][CH:11]=2)=[CH:4][CH:3]=1.[CH2:17](O)[CH2:18][OH:19].CC1C=CC(S(O)(=O)=O)=CC=1. (8) Given the product [CH3:32][O:31][C:28]1[CH:29]=[C:30]2[C:25](=[CH:26][C:27]=1[O:33][CH3:34])[N:24]=[CH:23][CH:22]=[C:21]2[O:20][C:19]1[C:14]([C:38]2[CH:39]=[CH:40][CH:41]=[CH:42][C:37]=2[OH:36])=[N:15][C:16]([CH3:35])=[CH:17][CH:18]=1, predict the reactants needed to synthesize it. The reactants are: C1(C)C=CC=CC=1.C(=O)([O-])O.[Na+].I[C:14]1[C:19]([O:20][C:21]2[C:30]3[C:25](=[CH:26][C:27]([O:33][CH3:34])=[C:28]([O:31][CH3:32])[CH:29]=3)[N:24]=[CH:23][CH:22]=2)=[CH:18][CH:17]=[C:16]([CH3:35])[N:15]=1.[OH:36][C:37]1[CH:42]=[CH:41][CH:40]=[CH:39][C:38]=1B(O)O. (9) Given the product [Cl:1][C:2]1[CH:40]=[CH:39][CH:38]=[C:37]([Cl:41])[C:3]=1[CH2:4][C:5]1[N:15]=[C:14]([NH:16][C:17]2[CH:22]=[CH:21][C:20]([N:23]3[CH2:24][CH2:25][NH:26][CH2:27][CH2:28]3)=[CH:19][C:18]=2[F:36])[C:8]2[C:9](=[O:13])[NH:10][N:11]=[CH:12][C:7]=2[CH:6]=1, predict the reactants needed to synthesize it. The reactants are: [Cl:1][C:2]1[CH:40]=[CH:39][CH:38]=[C:37]([Cl:41])[C:3]=1[CH2:4][C:5]1[N:15]=[C:14]([NH:16][C:17]2[CH:22]=[CH:21][C:20]([N:23]3[CH2:28][CH2:27][N:26](C(OC(C)(C)C)=O)[CH2:25][CH2:24]3)=[CH:19][C:18]=2[F:36])[C:8]2=[C:9]([OH:13])[N:10]=[N:11][CH:12]=[C:7]2[CH:6]=1.FC(F)(F)C(O)=O. (10) Given the product [N:64]([C@@H:2]1[CH2:6][N:5]([C:7]([O:9][C:10]([CH3:13])([CH3:12])[CH3:11])=[O:8])[C@H:4]([CH2:14][C:15]([O:17][CH3:18])=[O:16])[CH2:3]1)=[N+:65]=[N-:66], predict the reactants needed to synthesize it. The reactants are: O[C@H:2]1[CH2:6][N:5]([C:7]([O:9][C:10]([CH3:13])([CH3:12])[CH3:11])=[O:8])[C@H:4]([CH2:14][C:15]([O:17][CH3:18])=[O:16])[CH2:3]1.C1(P(C2C=CC=CC=2)C2C=CC=CC=2)C=CC=CC=1.N(C(OCC)=O)=NC(OCC)=O.C1(P([N:64]=[N+:65]=[N-:66])(C2C=CC=CC=2)=O)C=CC=CC=1.